From a dataset of Catalyst prediction with 721,799 reactions and 888 catalyst types from USPTO. Predict which catalyst facilitates the given reaction. (1) Reactant: [F:1][C:2]1[CH:7]=[CH:6][C:5]([N+:8]([O-:10])=[O:9])=[C:4](F)[C:3]=1[F:12].CCN(C(C)C)C(C)C.[CH:22]1([C:25]2[NH:29][N:28]=[C:27]([NH2:30])[CH:26]=2)[CH2:24][CH2:23]1. Product: [CH:22]1([C:25]2[NH:29][N:28]=[C:27]([NH:30][C:4]3[C:5]([N+:8]([O-:10])=[O:9])=[CH:6][CH:7]=[C:2]([F:1])[C:3]=3[F:12])[CH:26]=2)[CH2:24][CH2:23]1. The catalyst class is: 1. (2) Reactant: Cl[C:2]1[N:7]=[C:6]([NH:8][CH:9]2[CH2:14][CH2:13][CH2:12][N:11]([C:15]([O:17][C:18]([CH3:21])([CH3:20])[CH3:19])=[O:16])[CH2:10]2)[C:5]([F:22])=[CH:4][N:3]=1.[CH3:23][N:24]1[CH2:29][CH2:28][N:27]([C:30]2[N:35]=[CH:34][C:33]([NH2:36])=[CH:32][CH:31]=2)[CH2:26][CH2:25]1.C(O)(C(F)(F)F)=O. Product: [F:22][C:5]1[C:6]([NH:8][CH:9]2[CH2:14][CH2:13][CH2:12][N:11]([C:15]([O:17][C:18]([CH3:21])([CH3:20])[CH3:19])=[O:16])[CH2:10]2)=[N:7][C:2]([NH:36][C:33]2[CH:34]=[N:35][C:30]([N:27]3[CH2:28][CH2:29][N:24]([CH3:23])[CH2:25][CH2:26]3)=[CH:31][CH:32]=2)=[N:3][CH:4]=1. The catalyst class is: 41. (3) Product: [CH2:1]([O:3][C:4](=[O:12])[C:5]1[CH:10]=[CH:9][C:8]([N:11]=[CH:17][C:16]2[CH:19]=[C:20]([Cl:22])[CH:21]=[C:14]([Br:13])[CH:15]=2)=[CH:7][CH:6]=1)[CH3:2]. Reactant: [CH2:1]([O:3][C:4](=[O:12])[C:5]1[CH:10]=[CH:9][C:8]([NH2:11])=[CH:7][CH:6]=1)[CH3:2].[Br:13][C:14]1[CH:15]=[C:16]([CH:19]=[C:20]([Cl:22])[CH:21]=1)[CH:17]=O. The catalyst class is: 8. (4) Reactant: [F:1][C:2]1([F:14])[CH2:7][CH2:6][CH:5]([CH2:8][C:9]([O:11][CH2:12][CH3:13])=[O:10])[CH2:4][CH2:3]1.[Li+].[CH3:16]C([N-]C(C)C)C.CI. Product: [F:1][C:2]1([F:14])[CH2:3][CH2:4][CH:5]([CH:8]([CH3:16])[C:9]([O:11][CH2:12][CH3:13])=[O:10])[CH2:6][CH2:7]1. The catalyst class is: 1. (5) Reactant: [CH3:1][O:2][C:3]1[CH:4]=[C:5]2[C:31](=[CH:32][C:33]=1[O:34][CH3:35])[CH:9]1[O:10][CH2:11][C:12]([C:25]3[CH:30]=[CH:29][CH:28]=[CH:27][CH:26]=3)([C:14]3[CH:19]=[CH:18][C:17]([N:20]4[CH2:24][CH2:23][CH2:22][CH2:21]4)=[CH:16][CH:15]=3)[CH:13]=[C:8]1[CH:7]=[C:6]2[C:36]1[CH:41]=[CH:40][C:39]([C:42]2[CH:47]=[CH:46][C:45]([OH:48])=[CH:44][CH:43]=2)=[CH:38][CH:37]=1.[F:49][C:50]1[CH:58]=[C:57]([F:59])[CH:56]=[CH:55][C:51]=1[C:52](O)=[O:53].C1(N=C=NC2CCCCC2)CCCCC1. Product: [CH3:1][O:2][C:3]1[CH:4]=[C:5]2[C:31](=[CH:32][C:33]=1[O:34][CH3:35])[CH:9]1[O:10][CH2:11][C:12]([C:25]3[CH:30]=[CH:29][CH:28]=[CH:27][CH:26]=3)([C:14]3[CH:15]=[CH:16][C:17]([N:20]4[CH2:24][CH2:23][CH2:22][CH2:21]4)=[CH:18][CH:19]=3)[CH:13]=[C:8]1[CH:7]=[C:6]2[C:36]1[CH:37]=[CH:38][C:39]([C:42]2[CH:47]=[CH:46][C:45]([O:48][C:52](=[O:53])[C:51]3[CH:55]=[CH:56][C:57]([F:59])=[CH:58][C:50]=3[F:49])=[CH:44][CH:43]=2)=[CH:40][CH:41]=1. The catalyst class is: 172.